Task: Binary Classification. Given a miRNA mature sequence and a target amino acid sequence, predict their likelihood of interaction.. Dataset: Experimentally validated miRNA-target interactions with 360,000+ pairs, plus equal number of negative samples (1) The miRNA is hsa-miR-4672 with sequence UUACACAGCUGGACAGAGGCA. The protein sequence of the target gene is MVTHSKFPAAGMSRPLDTSLRLKTFSSKSEYQLVVNAVRKLQESGFYWSAVTGGEANLLLSAEPAGTFLIRDSSDQRHFFTLSVKTQSGTKNLRIQCEGGSFSLQSDPRSTQPVPRFDCVLKLVHHYMPPPGTPSFSLPPTEPSSEVPEQPPAQALPGSTPKRAYYIYSGGEKIPLVLSRPLSSNVATLQHLCRKTVNGHLDSYEKVTQLPGPIREFLDQYDAPL. Result: 0 (no interaction). (2) The miRNA is hsa-miR-605-3p with sequence AGAAGGCACUAUGAGAUUUAGA. Result: 1 (interaction). The protein sequence of the target gene is MAKESGISLKEIQVLARQWKVGPEKRVPAMPGSPVEVKIQSRSSPPTMPPLPPINPGGPRPVSFTPTALSNGINHSPPTLNGAPSPPQRFSNGPASSTSSALTNQQLPATCGARQLSKLKRFLTTLQQFGNDISPEIGEKVRTLVLALVNSTVTIEEFHCKLQEATNFPLRPFVIPFLKANLPLLQRELLHCARAAKQTPSQYLAQHEHLLLNTSIASPADSSELLMEVHGNGKRPSPERREENSFDRDTIAPEPPAKRVCTISPAPRHSPALTVPLMNPGGQFHPTPPPLQHYTLEDIA....